Dataset: Catalyst prediction with 721,799 reactions and 888 catalyst types from USPTO. Task: Predict which catalyst facilitates the given reaction. (1) Reactant: [CH3:1][O:2][C:3]1[CH:8]=[CH:7][C:6]([NH:9][C:10]([N:12]2[CH2:18][C:17]3[CH:19]=[CH:20][C:21]([C:23]([O:25]C)=O)=[CH:22][C:16]=3[O:15][C@@H:14]([CH3:27])[CH2:13]2)=[O:11])=[CH:5][CH:4]=1.[OH-:28].[Na+].[NH2:30]O. Product: [OH:28][NH:30][C:23]([C:21]1[CH:20]=[CH:19][C:17]2[CH2:18][N:12]([C:10]([NH:9][C:6]3[CH:7]=[CH:8][C:3]([O:2][CH3:1])=[CH:4][CH:5]=3)=[O:11])[CH2:13][C@H:14]([CH3:27])[O:15][C:16]=2[CH:22]=1)=[O:25]. The catalyst class is: 36. (2) Reactant: [H-].[Na+].CN(C)C=O.[F:8][C:9]([F:19])([F:18])[O:10][C:11]1[CH:16]=[CH:15][C:14]([OH:17])=[CH:13][CH:12]=1.[C:20]([O:24][C:25]([N:27]1[CH2:32][CH2:31][CH:30]([CH2:33][CH2:34]OS(C2C=CC(C)=CC=2)(=O)=O)[CH2:29][CH2:28]1)=[O:26])([CH3:23])([CH3:22])[CH3:21]. Product: [C:20]([O:24][C:25]([N:27]1[CH2:32][CH2:31][CH:30]([CH2:33][CH2:34][O:17][C:14]2[CH:13]=[CH:12][C:11]([O:10][C:9]([F:18])([F:19])[F:8])=[CH:16][CH:15]=2)[CH2:29][CH2:28]1)=[O:26])([CH3:23])([CH3:22])[CH3:21]. The catalyst class is: 6. (3) Reactant: Br[C:2]1[CH:3]=[C:4]2[C:9](=[CH:10][CH:11]=1)[N:8]=[C:7]([CH3:12])[N:6]([C:13]1[CH:18]=[CH:17][C:16]([O:19][CH2:20][CH2:21][CH2:22][N:23]3[CH2:28][CH2:27][CH2:26][CH2:25][CH2:24]3)=[CH:15][CH:14]=1)[C:5]2=[O:29].C([Sn](CCCC)(CCCC)[C:35]1[CH:40]=[CH:39][CH:38]=[CH:37][N:36]=1)CCC. Product: [CH3:12][C:7]1[N:6]([C:13]2[CH:18]=[CH:17][C:16]([O:19][CH2:20][CH2:21][CH2:22][N:23]3[CH2:28][CH2:27][CH2:26][CH2:25][CH2:24]3)=[CH:15][CH:14]=2)[C:5](=[O:29])[C:4]2[C:9](=[CH:10][CH:11]=[C:2]([C:35]3[CH:40]=[CH:39][CH:38]=[CH:37][N:36]=3)[CH:3]=2)[N:8]=1. The catalyst class is: 11. (4) Reactant: [CH3:1][C:2]([CH2:4][CH3:5])=[O:3].[OH:6][CH2:7][CH:8]([CH2:10][OH:11])[OH:9]. Product: [CH3:1][C:2]([CH2:4][CH3:5])=[O:3].[OH:6][CH2:7][CH:8]([CH2:10][OH:11])[OH:9]. The catalyst class is: 45. (5) Reactant: C([O:3][CH2:4][CH2:5][O:6][NH:7][C:8]([C:10]1[N:18]([CH2:19][C:20]#[CH:21])[C:17]2[CH:16]=[CH:15][N:14]=[CH:13][C:12]=2[C:11]=1[NH:22][C:23]1[CH:28]=[CH:27][C:26]([I:29])=[CH:25][C:24]=1[F:30])=[O:9])=C.Cl.O1CCOCC1. Product: [OH:3][CH2:4][CH2:5][O:6][NH:7][C:8]([C:10]1[N:18]([CH2:19][C:20]#[CH:21])[C:17]2[CH:16]=[CH:15][N:14]=[CH:13][C:12]=2[C:11]=1[NH:22][C:23]1[CH:28]=[CH:27][C:26]([I:29])=[CH:25][C:24]=1[F:30])=[O:9]. The catalyst class is: 92. (6) Reactant: [CH3:1][Li].[Cl:3][C:4]1[CH:9]=[CH:8][C:7]([CH2:10][CH2:11][C:12]([OH:14])=O)=[CH:6][CH:5]=1. Product: [Cl:3][C:4]1[CH:5]=[CH:6][C:7]([CH2:10][CH2:11][C:12](=[O:14])[CH3:1])=[CH:8][CH:9]=1. The catalyst class is: 28. (7) Reactant: Cl.Cl.[N:3]1([C:9]2[C:10]3[CH:17]=[CH:16][NH:15][C:11]=3[N:12]=[CH:13][N:14]=2)[CH2:8][CH2:7][NH:6][CH2:5][CH2:4]1.[Cl:18][C:19]1[CH:20]=[C:21]([CH:26]([CH2:30][C:31]2[N:32]=[CH:33][NH:34][CH:35]=2)[C:27](O)=[O:28])[CH:22]=[CH:23][C:24]=1[Cl:25].Cl. Product: [Cl:18][C:19]1[CH:20]=[C:21]([CH:26]([CH2:30][C:31]2[N:32]=[CH:33][NH:34][CH:35]=2)[C:27]([N:6]2[CH2:5][CH2:4][N:3]([C:9]3[C:10]4[CH:17]=[CH:16][NH:15][C:11]=4[N:12]=[CH:13][N:14]=3)[CH2:8][CH2:7]2)=[O:28])[CH:22]=[CH:23][C:24]=1[Cl:25]. The catalyst class is: 28.